From a dataset of Full USPTO retrosynthesis dataset with 1.9M reactions from patents (1976-2016). Predict the reactants needed to synthesize the given product. (1) Given the product [F:1][C:2]1[CH:8]=[CH:7][CH:6]=[CH:5][C:3]=1[NH:4][C:22](=[O:23])[CH:16]([CH3:15])[C:17]([O:19][CH2:20][CH3:21])=[O:18], predict the reactants needed to synthesize it. The reactants are: [F:1][C:2]1[CH:8]=[CH:7][CH:6]=[CH:5][C:3]=1[NH2:4].N1C=CC=CC=1.[CH3:15][CH:16]([C:22](OCC)=[O:23])[C:17]([O:19][CH2:20][CH3:21])=[O:18]. (2) Given the product [NH2:8][C:5]1[N:6]([CH2:16][C:17]([N:19]2[CH2:20][CH2:21][N:22]([C:25]3[CH:30]=[CH:29][C:28]([Cl:31])=[CH:27][CH:26]=3)[CH2:23][CH2:24]2)=[O:18])[N:7]=[C:3]([S:2][CH3:1])[N:4]=1, predict the reactants needed to synthesize it. The reactants are: [CH3:1][S:2][C:3]1[N:4]=[C:5]([NH2:8])[NH:6][N:7]=1.C(=O)([O-])[O-].[K+].[K+].Cl[CH2:16][C:17]([N:19]1[CH2:24][CH2:23][N:22]([C:25]2[CH:30]=[CH:29][C:28]([Cl:31])=[CH:27][CH:26]=2)[CH2:21][CH2:20]1)=[O:18].